Task: Predict the reactants needed to synthesize the given product.. Dataset: Full USPTO retrosynthesis dataset with 1.9M reactions from patents (1976-2016) (1) The reactants are: [Br:1][C:2]1[CH:3]=[C:4]([CH:8]([O:15][Si](C(C)(C)C)(C)C)[CH2:9][CH:10]([OH:14])[CH2:11][CH:12]=[CH2:13])[CH:5]=[CH:6][CH:7]=1.[F-].C([N+](CCCC)(CCCC)CCCC)CCC. Given the product [Br:1][C:2]1[CH:3]=[C:4]([CH:8]([OH:15])[CH2:9][CH:10]([OH:14])[CH2:11][CH:12]=[CH2:13])[CH:5]=[CH:6][CH:7]=1, predict the reactants needed to synthesize it. (2) Given the product [CH3:35][O:36][CH2:37][CH2:38][N:39]([CH2:40][CH2:41][O:42][CH3:43])[CH2:33][CH2:32][CH2:31][O:30][C:24]1[CH:23]=[C:22]2[C:27]([C:18]([NH:17][C:3]3[C:4]4[O:8][CH2:7][O:6][C:5]=4[C:9]([C:11]#[C:12][CH2:13][CH2:14][O:15][CH3:16])=[CH:10][C:2]=3[Cl:1])=[N:19][CH:20]=[N:21]2)=[CH:26][C:25]=1[O:28][CH3:29], predict the reactants needed to synthesize it. The reactants are: [Cl:1][C:2]1[CH:10]=[C:9]([C:11]#[C:12][CH2:13][CH2:14][O:15][CH3:16])[C:5]2[O:6][CH2:7][O:8][C:4]=2[C:3]=1[NH:17][C:18]1[C:27]2[C:22](=[CH:23][C:24]([O:30][CH2:31][CH2:32][CH2:33]Cl)=[C:25]([O:28][CH3:29])[CH:26]=2)[N:21]=[CH:20][N:19]=1.[CH3:35][O:36][CH2:37][CH2:38][NH:39][CH2:40][CH2:41][O:42][CH3:43]. (3) Given the product [CH3:12][C@@H:13]1[CH2:17][CH2:16][CH2:15][N:14]1[CH2:18][CH2:19][C:20]1[CH:25]=[CH:24][C:23]([C:2]2[CH:3]=[C:4]3[C:8](=[CH:9][CH:10]=2)[CH2:7][NH:6][CH2:5]3)=[CH:22][CH:21]=1, predict the reactants needed to synthesize it. The reactants are: Br[C:2]1[CH:3]=[C:4]2[C:8](=[CH:9][CH:10]=1)[CH2:7][NH:6][CH2:5]2.Cl.[CH3:12][C@@H:13]1[CH2:17][CH2:16][CH2:15][N:14]1[CH2:18][CH2:19][C:20]1[CH:25]=[CH:24][C:23](B(O)O)=[CH:22][CH:21]=1.C([O-])([O-])=O.[Na+].[Na+]. (4) The reactants are: [Cl:1][C:2]1[CH:3]=[CH:4][C:5]([O:18][CH2:19][CH:20]([CH3:22])[CH3:21])=[C:6]([CH2:8][N:9]2[C:13]([CH3:14])=[CH:12][C:11]([C:15]([OH:17])=O)=[N:10]2)[CH:7]=1.C(N(CC)CC)C.[CH2:30]([O:32][CH:33]([O:36][CH2:37][CH3:38])[CH2:34][NH2:35])[CH3:31]. Given the product [CH2:30]([O:32][CH:33]([O:36][CH2:37][CH3:38])[CH2:34][NH:35][C:15]([C:11]1[CH:12]=[C:13]([CH3:14])[N:9]([CH2:8][C:6]2[CH:7]=[C:2]([Cl:1])[CH:3]=[CH:4][C:5]=2[O:18][CH2:19][CH:20]([CH3:22])[CH3:21])[N:10]=1)=[O:17])[CH3:31], predict the reactants needed to synthesize it. (5) Given the product [CH:16]([O:6][C:5](=[O:7])[C:4]1[CH:8]=[CH:9][CH:10]=[C:2]([Br:1])[CH:3]=1)([CH3:18])[CH3:17], predict the reactants needed to synthesize it. The reactants are: [Br:1][C:2]1[CH:3]=[C:4]([CH:8]=[CH:9][CH:10]=1)[C:5]([OH:7])=[O:6].S(=O)(=O)(O)O.[CH:16](O)([CH3:18])[CH3:17]. (6) Given the product [F:42][C:16]([F:15])([F:41])[S:17]([O:20][C:21]1[CH:30]=[CH:29][C:28]2[C:23](=[CH:24][CH:25]=[CH:26][CH:27]=2)[C:22]=1[C:31]1[C:40]2[C:35](=[CH:36][CH:37]=[CH:38][CH:39]=2)[CH2:34][CH2:33][N:32]=1)(=[O:19])=[O:18], predict the reactants needed to synthesize it. The reactants are: ClC1C(=O)C(C#N)=C(C#N)C(=O)C=1Cl.[F:15][C:16]([F:42])([F:41])[S:17]([O:20][C:21]1[CH:30]=[CH:29][C:28]2[C:23](=[CH:24][CH:25]=[CH:26][CH:27]=2)[C:22]=1[CH:31]1[C:40]2[C:35](=[CH:36][CH:37]=[CH:38][CH:39]=2)[CH2:34][CH2:33][NH:32]1)(=[O:19])=[O:18]. (7) Given the product [O:1]1[C:5]2[CH:6]=[CH:7][C:8]([C:10]3[S:11][CH:12]=[C:13]([C:15]([NH:24][C:22]4[NH:21][N:20]=[C:19]([C:42](=[O:41])[NH:43][CH3:44])[N:23]=4)=[O:17])[N:14]=3)=[CH:9][C:4]=2[CH2:3][CH2:2]1, predict the reactants needed to synthesize it. The reactants are: [O:1]1[C:5]2[CH:6]=[CH:7][C:8]([C:10]3[S:11][CH:12]=[C:13]([C:15]([OH:17])=O)[N:14]=3)=[CH:9][C:4]=2[CH2:3][CH2:2]1.N[C:19]1[N:23]=[C:22]([NH2:24])[NH:21][N:20]=1.F[P-](F)(F)(F)(F)F.N1([O:41][C:42](N(C)C)=[N+:43](C)[CH3:44])C2C=CC=CC=2N=N1.C(N(CC)C(C)C)(C)C. (8) The reactants are: [Cl:1][C:2]1[N:3]=[C:4]([N:14]2[CH2:19][CH2:18][O:17][CH2:16][CH2:15]2)[C:5]2[N:10]([CH3:11])[C:9](=[O:12])[CH:8]([CH3:13])[C:6]=2[N:7]=1.[CH3:20][Si](C)(C)[N-][Si](C)(C)C.[Li+].[CH2:30](Br)[CH:31]=C. Given the product [CH2:13]([C:8]1([CH3:20])[C:6]2[N:7]=[C:2]([Cl:1])[N:3]=[C:4]([N:14]3[CH2:19][CH2:18][O:17][CH2:16][CH2:15]3)[C:5]=2[N:10]([CH3:11])[C:9]1=[O:12])[CH:30]=[CH2:31], predict the reactants needed to synthesize it.